From a dataset of Full USPTO retrosynthesis dataset with 1.9M reactions from patents (1976-2016). Predict the reactants needed to synthesize the given product. (1) Given the product [CH3:37][N:38]([CH3:45])[C@@H:39]1[C@@H:40]([OH:44])[CH2:41][N:42]([C:2]2[C:21]([C:22]3[CH:27]=[N:26][CH:25]=[N:24][CH:23]=3)=[CH:20][C:5]([C:6]([NH:8][C:9]3[CH:14]=[CH:13][C:12]([O:15][C:16]([F:18])([F:19])[F:17])=[CH:11][CH:10]=3)=[O:7])=[CH:4][N:3]=2)[CH2:43]1, predict the reactants needed to synthesize it. The reactants are: Cl[C:2]1[C:21]([C:22]2[CH:23]=[N:24][CH:25]=[N:26][CH:27]=2)=[CH:20][C:5]([C:6]([NH:8][C:9]2[CH:14]=[CH:13][C:12]([O:15][C:16]([F:19])([F:18])[F:17])=[CH:11][CH:10]=2)=[O:7])=[CH:4][N:3]=1.CCN(C(C)C)C(C)C.[CH3:37][N:38]([CH3:45])[C@H:39]1[CH2:43][NH:42][CH2:41][C@@H:40]1[OH:44].C([O-])([O-])=O.[Na+].[Na+]. (2) Given the product [C:46]([OH:53])(=[O:52])/[CH:47]=[CH:48]\[C:49]([OH:51])=[O:50].[C:46]([OH:53])(=[O:52])/[CH:47]=[CH:48]\[C:49]([OH:51])=[O:50].[NH2:1][C:2]1[N:7]=[CH:6][N:5]=[C:4]2[N:8]([C@H:33]3[CH2:34][CH2:35][C@H:36]([N:39]4[CH2:40][CH2:41][N:42]([CH3:45])[CH2:43][CH2:44]4)[CH2:37][CH2:38]3)[N:9]=[C:10]([C:11]3[CH:16]=[CH:15][C:14]([NH:17][C:18](=[O:30])[C:19]4[CH:24]=[CH:23][C:22]([O:25][C:26]([F:27])([F:29])[F:28])=[CH:21][CH:20]=4)=[C:13]([O:31][CH3:32])[CH:12]=3)[C:3]=12, predict the reactants needed to synthesize it. The reactants are: [NH2:1][C:2]1[N:7]=[CH:6][N:5]=[C:4]2[N:8]([C@H:33]3[CH2:38][CH2:37][C@H:36]([N:39]4[CH2:44][CH2:43][N:42]([CH3:45])[CH2:41][CH2:40]4)[CH2:35][CH2:34]3)[N:9]=[C:10]([C:11]3[CH:16]=[CH:15][C:14]([NH:17][C:18](=[O:30])[C:19]4[CH:24]=[CH:23][C:22]([O:25][C:26]([F:29])([F:28])[F:27])=[CH:21][CH:20]=4)=[C:13]([O:31][CH3:32])[CH:12]=3)[C:3]=12.[C:46]([OH:53])(=[O:52])/[CH:47]=[CH:48]\[C:49]([OH:51])=[O:50]. (3) Given the product [CH3:13][C:14]1[CH:22]=[CH:21][C:17]([C:18]([NH:1][C:2]2[CH:3]=[C:4]([CH:9]=[CH:10][C:11]=2[NH:12][C:18](=[O:19])[C:17]2[CH:21]=[CH:22][C:14]([CH3:13])=[CH:15][CH:16]=2)[C:5]([O:7][CH3:8])=[O:6])=[O:19])=[CH:16][CH:15]=1, predict the reactants needed to synthesize it. The reactants are: [NH2:1][C:2]1[CH:3]=[C:4]([CH:9]=[CH:10][C:11]=1[NH2:12])[C:5]([O:7][CH3:8])=[O:6].[CH3:13][C:14]1[CH:22]=[CH:21][C:17]([C:18](Cl)=[O:19])=[CH:16][CH:15]=1. (4) Given the product [CH3:1][O:2][C:3]([N:5]1[C:13]2[C:8](=[C:9]([NH2:15])[C:10]([Cl:14])=[CH:11][CH:12]=2)[CH:7]=[C:6]1[CH3:18])=[O:4], predict the reactants needed to synthesize it. The reactants are: [CH3:1][O:2][C:3]([N:5]1[C:13]2[C:8](=[C:9]([N+:15]([O-])=O)[C:10]([Cl:14])=[CH:11][CH:12]=2)[CH:7]=[C:6]1[CH3:18])=[O:4].C(O)(=O)C.OS(O)(=O)=O. (5) Given the product [CH3:48][O:52][C:2]1[CH:7]=[CH:6][CH:5]=[CH:4][C:3]=1[NH:8][C:9](=[S:35])[NH:10][C:11]1[CH:16]=[CH:15][C:14]([C:17]2[CH:18]=[C:19]3[C:23](=[CH:24][CH:25]=2)[C:22](=[O:26])[N:21]([C@@H:27]([CH:32]([CH3:34])[CH3:33])[C:28]([O:30][CH3:31])=[O:29])[CH2:20]3)=[CH:13][CH:12]=1, predict the reactants needed to synthesize it. The reactants are: F[C:2]1[CH:7]=[CH:6][CH:5]=[CH:4][C:3]=1[NH:8][C:9](=[S:35])[NH:10][C:11]1[CH:16]=[CH:15][C:14]([C:17]2[CH:18]=[C:19]3[C:23](=[CH:24][CH:25]=2)[C:22](=[O:26])[N:21]([C@@H:27]([CH:32]([CH3:34])[CH3:33])[C:28]([O:30][CH3:31])=[O:29])[CH2:20]3)=[CH:13][CH:12]=1.NC1C=CC(C2C=C3C(=CC=2)[C:48](=[O:52])N([C@@H](C(C)C)C(OC)=O)C3)=CC=1.COC1C=CC=CC=1N=C=S. (6) Given the product [F:20][C:21]1[CH:22]=[C:23]([C:24]([N:16]2[CH2:17][CH2:18][CH2:19][CH:14]([C:11]3[N:10]=[C:9]([C:6]4[CH:7]=[CH:8][C:3]([F:2])=[CH:4][CH:5]=4)[O:13][N:12]=3)[CH2:15]2)=[O:25])[CH:27]=[CH:28][C:29]=1[F:30], predict the reactants needed to synthesize it. The reactants are: Cl.[F:2][C:3]1[CH:8]=[CH:7][C:6]([C:9]2[O:13][N:12]=[C:11]([CH:14]3[CH2:19][CH2:18][CH2:17][NH:16][CH2:15]3)[N:10]=2)=[CH:5][CH:4]=1.[F:20][C:21]1[CH:22]=[C:23]([CH:27]=[CH:28][C:29]=1[F:30])[C:24](Cl)=[O:25]. (7) Given the product [NH2:5][CH:6]1[CH:15]2[CH:10]([CH2:11][CH2:12][CH2:13][CH2:14]2)[CH2:9][N:8]([C:16]([O:18][C:19]([CH3:22])([CH3:21])[CH3:20])=[O:17])[CH2:7]1, predict the reactants needed to synthesize it. The reactants are: FC(F)(F)C([NH:5][CH:6]1[CH:15]2[CH:10]([CH2:11][CH2:12][CH2:13][CH2:14]2)[CH2:9][N:8]([C:16]([O:18][C:19]([CH3:22])([CH3:21])[CH3:20])=[O:17])[CH2:7]1)=O.C(=O)([O-])[O-].[K+].[K+]. (8) Given the product [CH:1]([N:4]1[CH2:9][CH2:8][CH:7]([O:10][C:11]2[CH:19]=[CH:18][C:17]3[N:16]4[CH2:20][CH2:21][N:22]([CH2:31][C:30]5[CH:33]=[CH:34][CH:35]=[CH:36][C:29]=5[C:27]#[N:28])[C:23](=[O:24])[C:15]4=[CH:14][C:13]=3[CH:12]=2)[CH2:6][CH2:5]1)([CH3:3])[CH3:2], predict the reactants needed to synthesize it. The reactants are: [CH:1]([N:4]1[CH2:9][CH2:8][CH:7]([O:10][C:11]2[CH:19]=[CH:18][C:17]3[N:16]4[CH2:20][CH2:21][NH:22][C:23](=[O:24])[C:15]4=[CH:14][C:13]=3[CH:12]=2)[CH2:6][CH2:5]1)([CH3:3])[CH3:2].[H-].[Na+].[C:27]([C:29]1[CH:36]=[CH:35][CH:34]=[CH:33][C:30]=1[CH2:31]Br)#[N:28]. (9) The reactants are: [N:1]1([CH2:10][C:11]2[CH:16]=[CH:15][C:14]([C:17]3[O:18][C:19]([CH3:26])=[C:20]([C:22](OC)=[O:23])[N:21]=3)=[CH:13][CH:12]=2)[C:5]2[CH:6]=[CH:7][CH:8]=[CH:9][C:4]=2[N:3]=[CH:2]1.[H-].[H-].[H-].[H-].[Li+].[Al+3]. Given the product [N:1]1([CH2:10][C:11]2[CH:12]=[CH:13][C:14]([C:17]3[O:18][C:19]([CH3:26])=[C:20]([CH2:22][OH:23])[N:21]=3)=[CH:15][CH:16]=2)[C:5]2[CH:6]=[CH:7][CH:8]=[CH:9][C:4]=2[N:3]=[CH:2]1, predict the reactants needed to synthesize it.